Dataset: Reaction yield outcomes from USPTO patents with 853,638 reactions. Task: Predict the reaction yield, written as a fraction of the theoretical maximum amount of product (1.0 means a 100% yield; for example, 0.34 means a 34% yield). (1) The reactants are Br[C:2]1[CH:3]=[C:4]([CH2:12][OH:13])[CH:5]=[C:6]([C:8]([F:11])([F:10])[F:9])[CH:7]=1.[CH3:14][N:15](C=O)C. The catalyst is [C-]#N.[Zn+2].[C-]#N.[Pd].C1(P(C2C=CC=CC=2)C2C=CC=CC=2)C=CC=CC=1.C1(P(C2C=CC=CC=2)C2C=CC=CC=2)C=CC=CC=1.C1(P(C2C=CC=CC=2)C2C=CC=CC=2)C=CC=CC=1.C1(P(C2C=CC=CC=2)C2C=CC=CC=2)C=CC=CC=1. The product is [OH:13][CH2:12][C:4]1[CH:3]=[C:2]([CH:7]=[C:6]([C:8]([F:11])([F:10])[F:9])[CH:5]=1)[C:14]#[N:15]. The yield is 0.610. (2) The product is [Cl:1][C:2]1[CH:7]=[C:6]([C:8]([C:13]2[CH:18]=[CH:17][C:16]([CH2:19][CH2:20][CH:21]([OH:26])[C:22]([CH3:23])([CH3:25])[CH3:24])=[C:15]([Cl:27])[CH:14]=2)([CH2:11][CH3:12])[CH2:9][CH3:10])[CH:5]=[CH:4][C:3]=1[O:28][CH2:41][C@@H:39]1[O:40][C:36](=[O:35])[CH2:37][CH2:38]1. The yield is 0.810. The catalyst is CN(C)C(=O)C. The reactants are [Cl:1][C:2]1[CH:7]=[C:6]([C:8]([C:13]2[CH:18]=[CH:17][C:16]([C:19]#[C:20][CH:21]([OH:26])[C:22]([CH3:25])([CH3:24])[CH3:23])=[C:15]([Cl:27])[CH:14]=2)([CH2:11][CH3:12])[CH2:9][CH3:10])[CH:5]=[CH:4][C:3]=1[OH:28].C([O-])([O-])=O.[K+].[K+].[O:35]=[C:36]1[O:40][C@@H:39]([CH2:41]OS(C2C=CC(C)=CC=2)(=O)=O)[CH2:38][CH2:37]1.[NH4+].[Cl-]. (3) The reactants are [OH:1][C:2]1[CH:10]=[CH:9][C:5]([C:6]([NH2:8])=[S:7])=[CH:4][CH:3]=1.Cl[C:12]([O:14][C:15]1[CH:20]=[CH:19][C:18]([N+:21]([O-:23])=[O:22])=[CH:17][CH:16]=1)=[O:13]. The catalyst is C(Cl)Cl.CN(C)C1C=CN=CC=1. The product is [C:6]([C:5]1[CH:9]=[CH:10][C:2]([O:1][C:12](=[O:13])[O:14][C:15]2[CH:16]=[CH:17][C:18]([N+:21]([O-:23])=[O:22])=[CH:19][CH:20]=2)=[CH:3][CH:4]=1)(=[S:7])[NH2:8]. The yield is 0.810. (4) The reactants are [Br:1][C:2]1[CH:8]=[C:7]([Br:9])[CH:6]=[CH:5][C:3]=1[NH2:4].[F:10][C:11]1[CH:19]=[CH:18][C:14]([C:15](Cl)=[O:16])=[CH:13][CH:12]=1. The catalyst is N1C=CC=CC=1. The product is [Br:1][C:2]1[CH:8]=[C:7]([Br:9])[CH:6]=[CH:5][C:3]=1[NH:4][C:15](=[O:16])[C:14]1[CH:18]=[CH:19][C:11]([F:10])=[CH:12][CH:13]=1. The yield is 0.980. (5) The reactants are Cl[C:2]1[N:7]=[C:6]([NH:8][C:9]2[CH:14]=[CH:13][C:12]3[O:15][CH2:16][CH2:17][O:18][C:11]=3[CH:10]=2)[C:5]([F:19])=[CH:4][N:3]=1.[CH:20](N(CC)C(C)C)(C)C.[CH2:29]([O:33][C:34]1[CH:40]=[CH:39][C:37](N)=[CH:36][CH:35]=1)[CH2:30][CH2:31][CH3:32]. The catalyst is C(O)CO. The product is [CH2:29]([O:33][C:34]1[CH:40]=[CH:39][C:37]([NH:7][C:2]2[CH:20]=[C:6]([NH:8][C:9]3[CH:14]=[CH:13][C:12]4[O:15][CH2:16][CH2:17][O:18][C:11]=4[CH:10]=3)[C:5]([F:19])=[CH:4][N:3]=2)=[CH:36][CH:35]=1)[CH2:30][CH2:31][CH3:32]. The yield is 0.490. (6) The reactants are [F:1][C:2]1[C:10]([NH:11][S:12]([CH2:15][CH2:16][CH3:17])(=[O:14])=[O:13])=[CH:9][CH:8]=[C:7]([F:18])C=1C(O)=O.[C:19](=[O:22])([O-])[O-].[K+].[K+].[CH3:25]I.C[C:28]([CH3:30])=[O:29]. No catalyst specified. The product is [F:1][C:2]1[C:10]([N:11]([CH3:25])[S:12]([CH2:15][CH2:16][CH3:17])(=[O:13])=[O:14])=[CH:9][CH:8]=[C:7]([F:18])[C:30]=1[C:28]([O:22][CH3:19])=[O:29]. The yield is 0.770. (7) The reactants are Br[C:2]1[CH:3]=[CH:4][C:5]([N+:9]([O-:11])=[O:10])=[C:6]([CH:8]=1)[NH2:7].[S:12]1[CH:16]=[CH:15][CH:14]=[C:13]1B(O)O.C(=O)([O-])[O-].[Na+].[Na+]. The catalyst is C1COCC1.O.CCOC(C)=O.C1C=CC([P]([Pd]([P](C2C=CC=CC=2)(C2C=CC=CC=2)C2C=CC=CC=2)([P](C2C=CC=CC=2)(C2C=CC=CC=2)C2C=CC=CC=2)[P](C2C=CC=CC=2)(C2C=CC=CC=2)C2C=CC=CC=2)(C2C=CC=CC=2)C2C=CC=CC=2)=CC=1. The product is [N+:9]([C:5]1[CH:4]=[CH:3][C:2]([C:13]2[S:12][CH:16]=[CH:15][CH:14]=2)=[CH:8][C:6]=1[NH2:7])([O-:11])=[O:10]. The yield is 0.790. (8) The reactants are [Cl-].O[NH3+:3].[C:4](=[O:7])([O-])[OH:5].[Na+].CS(C)=O.[CH2:13]([C:17]1[CH:18]=[C:19]([C:48]2[C:49]([C:54]#[N:55])=[CH:50][CH:51]=[CH:52][CH:53]=2)[CH:20]=[CH:21][C:22]=1[CH2:23][N:24]1[C:29]2[S:30][C:31]([CH2:33][CH3:34])=[CH:32][C:28]=2[C:27](=[O:35])[N:26]([CH2:36][C:37]([C:39]2[CH:44]=[CH:43][C:42]([O:45][CH3:46])=[CH:41][CH:40]=2)=[O:38])[C:25]1=[O:47])[CH2:14][CH2:15][CH3:16]. The catalyst is C(Cl)(Cl)Cl. The product is [CH2:13]([C:17]1[CH:18]=[C:19]([C:48]2[CH:53]=[CH:52][CH:51]=[CH:50][C:49]=2[C:54]2[NH:3][C:4](=[O:7])[O:5][N:55]=2)[CH:20]=[CH:21][C:22]=1[CH2:23][N:24]1[C:29]2[S:30][C:31]([CH2:33][CH3:34])=[CH:32][C:28]=2[C:27](=[O:35])[N:26]([CH2:36][C:37]([C:39]2[CH:40]=[CH:41][C:42]([O:45][CH3:46])=[CH:43][CH:44]=2)=[O:38])[C:25]1=[O:47])[CH2:14][CH2:15][CH3:16]. The yield is 0.320.